This data is from TCR-epitope binding with 47,182 pairs between 192 epitopes and 23,139 TCRs. The task is: Binary Classification. Given a T-cell receptor sequence (or CDR3 region) and an epitope sequence, predict whether binding occurs between them. (1) The epitope is SGPLKAEIAQRLED. The TCR CDR3 sequence is CASSPYVIGDRVAFVLTF. Result: 0 (the TCR does not bind to the epitope). (2) The epitope is HSKKKCDEL. The TCR CDR3 sequence is CASSPRLGQGDYEQYF. Result: 0 (the TCR does not bind to the epitope). (3) The epitope is LLWNGPMAV. The TCR CDR3 sequence is CASSAGTGAYEQYF. Result: 1 (the TCR binds to the epitope). (4) The TCR CDR3 sequence is CASSFRLAGGREQFF. The epitope is RTLNAWVKV. Result: 0 (the TCR does not bind to the epitope).